Dataset: Catalyst prediction with 721,799 reactions and 888 catalyst types from USPTO. Task: Predict which catalyst facilitates the given reaction. (1) Reactant: C(N(CC)CC)C.[CH2:8]([N:26]=[C:27]=[O:28])[CH2:9][CH2:10][CH2:11][CH2:12][CH2:13][CH2:14][CH2:15][CH2:16][CH2:17][CH2:18][CH2:19][CH2:20][CH2:21][CH2:22][CH2:23][CH2:24][CH3:25].[OH:29][C:30]1[CH:35]=[CH:34][CH:33]=[CH:32][C:31]=1[CH2:36][C:37]([N:39]1[CH2:44][CH2:43][N:42]([CH3:45])[CH2:41][CH2:40]1)=[O:38]. Product: [CH2:8]([NH:26][C:27](=[O:28])[O:29][C:30]1[CH:35]=[CH:34][CH:33]=[CH:32][C:31]=1[CH2:36][C:37]([N:39]1[CH2:44][CH2:43][N:42]([CH3:45])[CH2:41][CH2:40]1)=[O:38])[CH2:9][CH2:10][CH2:11][CH2:12][CH2:13][CH2:14][CH2:15][CH2:16][CH2:17][CH2:18][CH2:19][CH2:20][CH2:21][CH2:22][CH2:23][CH2:24][CH3:25]. The catalyst class is: 2. (2) Reactant: [CH2:1]([C:3]1[CH:8]=[CH:7][C:6]([NH:9][C:10]2[C:18]([F:19])=[C:17]([F:20])[CH:16]=[CH:15][C:11]=2[C:12]([OH:14])=O)=[C:5]([F:21])[CH:4]=1)[CH3:2].C(N1C=CN=C1)(N1C=CN=C1)=O.[N-]1C=CN=C1.[NH2:39][O:40][CH2:41][CH2:42][OH:43]. Product: [CH2:1]([C:3]1[CH:8]=[CH:7][C:6]([NH:9][C:10]2[C:18]([F:19])=[C:17]([F:20])[CH:16]=[CH:15][C:11]=2[C:12]([NH:39][O:40][CH2:41][CH2:42][OH:43])=[O:14])=[C:5]([F:21])[CH:4]=1)[CH3:2]. The catalyst class is: 1. (3) Reactant: C([O:9][C:10]1[C:15](=[O:16])[N:14]([CH3:17])[C:13]([C:18]2[CH:23]=[CH:22][CH:21]=[C:20]([OH:24])[CH:19]=2)=[N:12][C:11]=1[C:25]([O:27]C)=[O:26])(=O)C1C=CC=CC=1. Product: [OH:9][C:10]1[C:15](=[O:16])[N:14]([CH3:17])[C:13]([C:18]2[CH:23]=[CH:22][CH:21]=[C:20]([OH:24])[CH:19]=2)=[N:12][C:11]=1[C:25]([OH:27])=[O:26]. The catalyst class is: 74. (4) Reactant: [Cl:1][C:2]1[CH:7]=[CH:6][CH:5]=[C:4]([Cl:8])[C:3]=1[N:9]1[C:13]([CH2:14][O:15][C:16]2[CH:21]=[CH:20][C:19]([NH:22][CH3:23])=[C:18]([CH3:24])[CH:17]=2)=[C:12]([CH:25]([CH3:27])[CH3:26])[CH:11]=[N:10]1.[CH3:28][O:29][C:30](=[O:40])[CH2:31][C:32]1[CH:37]=[CH:36][C:35]([CH2:38]Br)=[CH:34][CH:33]=1.C(=O)([O-])[O-].[Cs+].[Cs+]. Product: [CH3:28][O:29][C:30](=[O:40])[CH2:31][C:32]1[CH:37]=[CH:36][C:35]([CH2:38][N:22]([C:19]2[CH:20]=[CH:21][C:16]([O:15][CH2:14][C:13]3[N:9]([C:3]4[C:4]([Cl:8])=[CH:5][CH:6]=[CH:7][C:2]=4[Cl:1])[N:10]=[CH:11][C:12]=3[CH:25]([CH3:27])[CH3:26])=[CH:17][C:18]=2[CH3:24])[CH3:23])=[CH:34][CH:33]=1. The catalyst class is: 10.